Dataset: Reaction yield outcomes from USPTO patents with 853,638 reactions. Task: Predict the reaction yield, written as a fraction of the theoretical maximum amount of product (1.0 means a 100% yield; for example, 0.34 means a 34% yield). The reactants are [Br:1][C:2]1[CH:3]=[CH:4][C:5]2[N:6]([CH2:16][CH:17]([OH:21])[C:18](O)=[O:19])[C:7]3[C:12]([C:13]=2[CH:14]=1)=[CH:11][C:10]([Br:15])=[CH:9][CH:8]=3.S(Cl)(Cl)=O.[CH3:26][O:27][C:28]1[CH:33]=[CH:32][CH:31]=[C:30]([NH2:34])[CH:29]=1.CCN(CC)CC. The catalyst is C(Cl)Cl. The product is [Br:15][C:10]1[CH:9]=[CH:8][C:7]2[N:6]([CH2:16][CH:17]([OH:21])[C:18]([NH:34][C:30]3[CH:31]=[CH:32][CH:33]=[C:28]([O:27][CH3:26])[CH:29]=3)=[O:19])[C:5]3[C:13]([C:12]=2[CH:11]=1)=[CH:14][C:2]([Br:1])=[CH:3][CH:4]=3. The yield is 0.480.